This data is from Full USPTO retrosynthesis dataset with 1.9M reactions from patents (1976-2016). The task is: Predict the reactants needed to synthesize the given product. (1) Given the product [N:24]1[CH:25]=[CH:26][C:21]([NH:16][CH2:15][CH2:14][N:11]2[CH2:12][CH2:13][NH:8][CH2:9][C:10]2=[O:17])=[CH:22][CH:23]=1, predict the reactants needed to synthesize it. The reactants are: C(OC([N:8]1[CH2:13][CH2:12][N:11]([CH2:14][CH2:15][NH2:16])[C:10](=[O:17])[CH2:9]1)=O)(C)(C)C.[N+]([C:21]1[C:26](Cl)=[C:25](Cl)[N:24]=[C:23](Cl)[C:22]=1Cl)([O-])=O.CN1CCOCC1. (2) The reactants are: [F:1][CH:2]([F:27])[C:3]([N:5]1[C@H:9]([CH2:10][F:11])[C@@H:8]([C:12]2[CH:17]=[CH:16][C:15]([C:18]3[S:22][C:21]([CH2:23]O)=[N:20][CH:19]=3)=[CH:14][CH:13]=2)[O:7][C:6]1([CH3:26])[CH3:25])=[O:4].[N:28]1C=CC=C[CH:29]=1.C(N(C(C)C)CC)(C)C.CN.Cl. Given the product [F:1][CH:2]([F:27])[C:3]([N:5]1[C@H:9]([CH2:10][F:11])[C@@H:8]([C:12]2[CH:17]=[CH:16][C:15]([C:18]3[S:22][C:21]([CH2:23][NH:28][CH3:29])=[N:20][CH:19]=3)=[CH:14][CH:13]=2)[O:7][C:6]1([CH3:25])[CH3:26])=[O:4], predict the reactants needed to synthesize it. (3) The reactants are: [Li]C(CC)C.C1CCCCC1.C(=O)=O.CC(C)=O.CN(CCN(C)C)C.[CH2:27]([NH:29][C:30](=[O:38])[C:31]1[CH:36]=[CH:35][CH:34]=[CH:33][C:32]=1[Cl:37])[CH3:28].[CH2:39]([Si:42]([CH3:45])([CH3:44])Cl)[CH:40]=[CH2:41]. Given the product [Cl:37][C:32]1[CH:33]=[CH:34][CH:35]=[C:36]([Si:42]([CH3:45])([CH3:44])[CH2:39][CH:40]=[CH2:41])[C:31]=1[C:30]([NH:29][CH2:27][CH3:28])=[O:38], predict the reactants needed to synthesize it. (4) The reactants are: [O:1]1[CH:5]=[CH:4][CH:3]=[C:2]1[C:6]1[O:7][C:8]([CH3:39])=[C:9]([CH2:11][O:12][C:13]2[CH:36]=[CH:35][C:16]([CH2:17][O:18][C:19]3[C:23](/[CH:24]=[CH:25]/[C:26]([OH:28])=O)=[CH:22][N:21]([C:29]4[CH:34]=[CH:33][CH:32]=[CH:31][CH:30]=4)[N:20]=3)=[CH:15][C:14]=2[O:37][CH3:38])[N:10]=1.Cl.C([N:43]=C=NCCCN(C)C)C.CN(C)C=O. Given the product [O:1]1[CH:5]=[CH:4][CH:3]=[C:2]1[C:6]1[O:7][C:8]([CH3:39])=[C:9]([CH2:11][O:12][C:13]2[CH:36]=[CH:35][C:16]([CH2:17][O:18][C:19]3[C:23](/[CH:24]=[CH:25]/[C:26]([NH2:43])=[O:28])=[CH:22][N:21]([C:29]4[CH:30]=[CH:31][CH:32]=[CH:33][CH:34]=4)[N:20]=3)=[CH:15][C:14]=2[O:37][CH3:38])[N:10]=1, predict the reactants needed to synthesize it. (5) Given the product [CH:11]1([C:9]2[CH:8]=[CH:7][C:6]([NH:14][C:15]3[CH:20]=[CH:19][C:18]([C:21]4[CH:26]=[CH:25][C:24]([F:27])=[CH:23][CH:22]=4)=[CH:17][C:16]=3[F:28])=[C:5]([CH2:4][C:3]([OH:29])=[O:31])[CH:10]=2)[CH2:13][CH2:12]1, predict the reactants needed to synthesize it. The reactants are: CN(C)[C:3](=[O:29])[CH2:4][C:5]1[CH:10]=[C:9]([CH:11]2[CH2:13][CH2:12]2)[CH:8]=[CH:7][C:6]=1[NH:14][C:15]1[CH:20]=[CH:19][C:18]([C:21]2[CH:26]=[CH:25][C:24]([F:27])=[CH:23][CH:22]=2)=[CH:17][C:16]=1[F:28].[OH-:31].[Na+]. (6) Given the product [C:11]([O:10][C:8](=[O:9])[CH2:7][CH:6]([C:15]1[CH:16]=[CH:17][C:18]([O:21][CH2:22][C:23]2[CH:24]=[C:25]([C:29]3[CH:34]=[CH:33][C:32]([C:35]([F:37])([F:38])[F:36])=[CH:31][CH:30]=3)[CH:26]=[CH:27][CH:28]=2)=[CH:19][CH:20]=1)[C:5]([OH:39])=[O:4])([CH3:14])([CH3:12])[CH3:13], predict the reactants needed to synthesize it. The reactants are: [OH-].[Li+].C[O:4][C:5](=[O:39])[CH:6]([C:15]1[CH:20]=[CH:19][C:18]([O:21][CH2:22][C:23]2[CH:24]=[C:25]([C:29]3[CH:34]=[CH:33][C:32]([C:35]([F:38])([F:37])[F:36])=[CH:31][CH:30]=3)[CH:26]=[CH:27][CH:28]=2)=[CH:17][CH:16]=1)[CH2:7][C:8]([O:10][C:11]([CH3:14])([CH3:13])[CH3:12])=[O:9]. (7) Given the product [Cl:13][C:5]1[N:6]([CH2:11][CH3:12])[C:7]2[C:3]([N:4]=1)=[C:2]([NH:14][C@H:15]1[CH2:19][CH2:18][N:17]([C:20]([CH:22]3[CH2:23][CH2:24]3)=[O:21])[CH2:16]1)[N:10]=[CH:9][N:8]=2, predict the reactants needed to synthesize it. The reactants are: Cl[C:2]1[N:10]=[CH:9][N:8]=[C:7]2[C:3]=1[N:4]=[C:5]([Cl:13])[N:6]2[CH2:11][CH3:12].[NH2:14][C@H:15]1[CH2:19][CH2:18][N:17]([C:20]([CH:22]2[CH2:24][CH2:23]2)=[O:21])[CH2:16]1.CCN(C(C)C)C(C)C. (8) The reactants are: [CH2:1]([O:8][C:9]1[C:10](=[O:30])[C:11](Br)=[CH:12][N:13]2[CH2:18][CH2:17][N:16]([CH2:19][C:20]3[CH:25]=[CH:24][C:23]([Cl:26])=[C:22]([Cl:27])[CH:21]=3)[C:15](=[O:28])[C:14]=12)[C:2]1[CH:7]=[CH:6][CH:5]=[CH:4][CH:3]=1.O1C=CC=C1P(C1OC=CC=1)C1OC=CC=1.[S:47]1[CH:51]=[CH:50][N:49]=[C:48]1[Sn](CCCC)(CCCC)CCCC. Given the product [CH2:1]([O:8][C:9]1[C:10](=[O:30])[C:11]([C:48]2[S:47][CH:51]=[CH:50][N:49]=2)=[CH:12][N:13]2[CH2:18][CH2:17][N:16]([CH2:19][C:20]3[CH:25]=[CH:24][C:23]([Cl:26])=[C:22]([Cl:27])[CH:21]=3)[C:15](=[O:28])[C:14]=12)[C:2]1[CH:7]=[CH:6][CH:5]=[CH:4][CH:3]=1, predict the reactants needed to synthesize it. (9) Given the product [NH2:1][C:2]1[N:7]=[CH:6][C:5]([C:8]2[N:15]3[C:11]([S:12][C:13]([C:16]4[CH:21]=[CH:20][C:19]([O:22][CH2:31][CH2:32][NH:33][C:34](=[O:40])[O:35][C:36]([CH3:39])([CH3:38])[CH3:37])=[C:18]([O:23][CH3:24])[CH:17]=4)=[N:14]3)=[N:10][C:9]=2[CH3:25])=[CH:4][C:3]=1[C:26]([F:28])([F:27])[F:29], predict the reactants needed to synthesize it. The reactants are: [NH2:1][C:2]1[N:7]=[CH:6][C:5]([C:8]2[N:15]3[C:11]([S:12][C:13]([C:16]4[CH:21]=[CH:20][C:19]([OH:22])=[C:18]([O:23][CH3:24])[CH:17]=4)=[N:14]3)=[N:10][C:9]=2[CH3:25])=[CH:4][C:3]=1[C:26]([F:29])([F:28])[F:27].Br[CH2:31][CH2:32][NH:33][C:34](=[O:40])[O:35][C:36]([CH3:39])([CH3:38])[CH3:37].C([O-])([O-])=O.[K+].[K+]. (10) Given the product [Cl:14][C:6]1[CH:5]=[C:4]([CH:9]=[C:8]([S:10]([CH3:13])(=[O:12])=[O:11])[CH:7]=1)[C:3]([OH:15])=[O:2], predict the reactants needed to synthesize it. The reactants are: C[O:2][C:3](=[O:15])[C:4]1[CH:9]=[C:8]([S:10]([CH3:13])(=[O:12])=[O:11])[CH:7]=[C:6]([Cl:14])[CH:5]=1.O.[OH-].[Li+].